This data is from Full USPTO retrosynthesis dataset with 1.9M reactions from patents (1976-2016). The task is: Predict the reactants needed to synthesize the given product. (1) Given the product [CH3:1][C:2]1[CH:7]=[C:6]([N:8]2[CH2:12][CH2:11][CH:10]([N:13]3[CH2:17][CH2:16][CH2:15][CH:14]3[CH3:18])[CH2:9]2)[CH:5]=[CH:4][C:3]=1[NH:19][C:32]([C:22]1[CH:23]=[N:24][C:25]2[C:30]([C:21]=1[OH:20])=[CH:29][CH:28]=[C:27]([CH3:31])[N:26]=2)=[O:33], predict the reactants needed to synthesize it. The reactants are: [CH3:1][C:2]1[CH:7]=[C:6]([N:8]2[CH2:12][CH2:11][CH:10]([N:13]3[CH2:17][CH2:16][CH2:15][CH:14]3[CH3:18])[CH2:9]2)[CH:5]=[CH:4][C:3]=1[NH2:19].[OH:20][C:21]1[C:30]2[C:25](=[N:26][C:27]([CH3:31])=[CH:28][CH:29]=2)[N:24]=[CH:23][C:22]=1[C:32](O)=[O:33]. (2) Given the product [CH3:21][C:22]1[CH:27]=[CH:26][C:25]([C:2]2[CH:20]=[CH:19][C:5]([CH2:6][N:7]3[CH2:12][CH2:11][O:10][CH:9]([C:13]4[CH:18]=[CH:17][CH:16]=[CH:15][CH:14]=4)[CH2:8]3)=[CH:4][CH:3]=2)=[CH:24][CH:23]=1, predict the reactants needed to synthesize it. The reactants are: Br[C:2]1[CH:20]=[CH:19][C:5]([CH2:6][N:7]2[CH2:12][CH2:11][O:10][CH:9]([C:13]3[CH:18]=[CH:17][CH:16]=[CH:15][CH:14]=3)[CH2:8]2)=[CH:4][CH:3]=1.[CH3:21][C:22]1[CH:27]=[CH:26][C:25](B(O)O)=[CH:24][CH:23]=1.C(=O)([O-])[O-].[Na+].[Na+].C1(C)C=CC=CC=1.